From a dataset of Peptide-MHC class II binding affinity with 134,281 pairs from IEDB. Regression. Given a peptide amino acid sequence and an MHC pseudo amino acid sequence, predict their binding affinity value. This is MHC class II binding data. (1) The peptide sequence is ERSLWIIFSKNLNIK. The MHC is DRB1_1201 with pseudo-sequence DRB1_1201. The binding affinity (normalized) is 0.581. (2) The peptide sequence is PGHGISVGSLGRYKD. The MHC is HLA-DQA10501-DQB10201 with pseudo-sequence HLA-DQA10501-DQB10201. The binding affinity (normalized) is 0.123. (3) The peptide sequence is HEALNIALIAVSIIS. The MHC is DRB1_1101 with pseudo-sequence DRB1_1101. The binding affinity (normalized) is 0.220. (4) The peptide sequence is DAYVATLTEALRVIA. The MHC is HLA-DQA10102-DQB10502 with pseudo-sequence HLA-DQA10102-DQB10502. The binding affinity (normalized) is 0.